Dataset: Reaction yield outcomes from USPTO patents with 853,638 reactions. Task: Predict the reaction yield, written as a fraction of the theoretical maximum amount of product (1.0 means a 100% yield; for example, 0.34 means a 34% yield). (1) The reactants are [N:1]1[CH:6]=[CH:5][C:4]([NH2:7])=[N:3][C:2]=1[NH2:8].Cl[CH2:10][CH:11]=O. The catalyst is C(O)C.C([O-])(O)=O.[Na+]. The product is [N:8]1[CH:10]=[CH:11][N:1]2[CH:6]=[CH:5][C:4]([NH2:7])=[N:3][C:2]=12. The yield is 0.600. (2) The catalyst is [Pd].CCO. The product is [F:1][C:2]1[CH:3]=[CH:4][C:5]([C:8]2[S:9][CH:10]=[C:11]([C:13]3[CH:18]=[CH:17][C:16]([CH2:19][CH2:20][CH2:21][N:22]([CH3:24])[CH3:23])=[CH:15][CH:14]=3)[N:12]=2)=[CH:6][CH:7]=1. The reactants are [F:1][C:2]1[CH:7]=[CH:6][C:5]([C:8]2[S:9][CH:10]=[C:11]([C:13]3[CH:18]=[CH:17][C:16]([C:19]#[C:20][CH2:21][N:22]([CH3:24])[CH3:23])=[CH:15][CH:14]=3)[N:12]=2)=[CH:4][CH:3]=1. The yield is 0.890. (3) The reactants are C([O:4][CH2:5][C:6]1[C:10]2[N:11]=[CH:12][N:13]=[CH:14][C:9]=2[S:8][CH:7]=1)(=O)C.[OH-].[Na+]. The catalyst is O1CCCC1.O. The product is [OH:4][CH2:5][C:6]1[C:10]2[N:11]=[CH:12][N:13]=[CH:14][C:9]=2[S:8][CH:7]=1. The yield is 0.770. (4) The reactants are Br[C:2]1[CH:3]=[CH:4][C:5]([N+:8]([O-:10])=[O:9])=[N:6][CH:7]=1.[CH3:11][C@H:12]1[NH:17][CH2:16][CH2:15][N:14]([C:18]([O:20][C:21]([CH3:24])([CH3:23])[CH3:22])=[O:19])[CH2:13]1.C(=O)([O-])[O-].[Cs+].[Cs+].CC1(C)C2C(=C(P(C3C=CC=CC=3)C3C=CC=CC=3)C=CC=2)OC2C(P(C3C=CC=CC=3)C3C=CC=CC=3)=CC=CC1=2. The catalyst is C1C=CC(/C=C/C(/C=C/C2C=CC=CC=2)=O)=CC=1.C1C=CC(/C=C/C(/C=C/C2C=CC=CC=2)=O)=CC=1.C1C=CC(/C=C/C(/C=C/C2C=CC=CC=2)=O)=CC=1.[Pd].[Pd].O1CCOCC1. The product is [CH3:11][C@H:12]1[N:17]([C:2]2[CH:7]=[N:6][C:5]([N+:8]([O-:10])=[O:9])=[CH:4][CH:3]=2)[CH2:16][CH2:15][N:14]([C:18]([O:20][C:21]([CH3:22])([CH3:24])[CH3:23])=[O:19])[CH2:13]1. The yield is 0.440. (5) The reactants are [CH2:1]([O:5][C:6]1[C:7](=[O:21])[N:8]([CH2:17][CH:18]([CH3:20])[CH3:19])[CH:9]=[CH:10][C:11]=1[C:12](OCC)=[O:13])[CH:2]([CH3:4])[CH3:3].S(Cl)([Cl:24])=O. No catalyst specified. The product is [CH2:1]([O:5][C:6]1[C:7](=[O:21])[N:8]([CH2:17][CH:18]([CH3:20])[CH3:19])[CH:9]=[CH:10][C:11]=1[C:12]([Cl:24])=[O:13])[CH:2]([CH3:4])[CH3:3]. The yield is 0.930. (6) The reactants are [NH2:1][C:2]1[CH:10]=[CH:9][C:8]([I:11])=[CH:7][C:3]=1[C:4](O)=[O:5].F[P-](F)(F)(F)(F)F.N1(OC(N(C)C)=[N+](C)C)[C:23]2[N:24]=[CH:25]C=CC=2N=N1.C(N(CC)CC)C.CNC. The catalyst is ClCCl. The product is [NH2:1][C:2]1[CH:10]=[CH:9][C:8]([I:11])=[CH:7][C:3]=1[C:4]([N:24]([CH3:25])[CH3:23])=[O:5]. The yield is 0.980. (7) The reactants are [N+:1]([C:4]1[CH:5]=[C:6]([NH:10][CH2:11][C:12]2[CH:17]=[CH:16][CH:15]=[C:14]([O:18][C:19]([F:24])([F:23])[CH:20]([F:22])[F:21])[CH:13]=2)[CH:7]=[CH:8][CH:9]=1)([O-:3])=[O:2].[F:25][C:26]([F:31])([F:30])[CH:27]1[O:29][CH2:28]1.FC(F)(F)S([O-])(=O)=O.[Yb+3].FC(F)(F)S([O-])(=O)=O.FC(F)(F)S([O-])(=O)=O. The catalyst is C(#N)C. The product is [N+:1]([C:4]1[CH:5]=[C:6]([N:10]([CH2:11][C:12]2[CH:17]=[CH:16][CH:15]=[C:14]([O:18][C:19]([F:23])([F:24])[CH:20]([F:21])[F:22])[CH:13]=2)[CH2:28][CH:27]([OH:29])[C:26]([F:31])([F:30])[F:25])[CH:7]=[CH:8][CH:9]=1)([O-:3])=[O:2]. The yield is 0.450. (8) The reactants are C(N(CC)CC)C.[C:8](Cl)(=[O:10])[CH3:9].C1COCC1.[CH2:17]([N:24]1[CH2:28][CH2:27][C@H:26]([OH:29])[CH2:25]1)[C:18]1[CH:23]=[CH:22][CH:21]=[CH:20][CH:19]=1. The catalyst is C(OCC)(=O)C. The product is [CH2:17]([N:24]1[CH2:28][CH2:27][C@H:26]([O:29][C:8](=[O:10])[CH3:9])[CH2:25]1)[C:18]1[CH:19]=[CH:20][CH:21]=[CH:22][CH:23]=1. The yield is 0.900. (9) The reactants are CS(Cl)(=O)=O.[Br:6][C:7]1[CH:12]=[C:11]([F:13])[C:10]([CH2:14]O)=[C:9]([F:16])[CH:8]=1.C(N(CC)CC)C.[NH:24]1[CH2:29][CH2:28][CH2:27][CH2:26][CH2:25]1.C(=O)([O-])[O-].[K+].[K+]. The catalyst is C(Cl)Cl.C(#N)C. The product is [Br:6][C:7]1[CH:12]=[C:11]([F:13])[C:10]([CH2:14][N:24]2[CH2:29][CH2:28][CH2:27][CH2:26][CH2:25]2)=[C:9]([F:16])[CH:8]=1. The yield is 0.990. (10) The reactants are [F:1][C:2]1[CH:7]=[CH:6][C:5]2[C:8]3([O:14][C:15](=O)[C:4]=2[CH:3]=1)[CH2:13][CH2:12][NH:11][CH2:10][CH2:9]3.B.Cl.[OH-].[Na+]. The catalyst is O1CCCC1.O. The product is [F:1][C:2]1[CH:7]=[CH:6][C:5]2[C:8]3([O:14][CH2:15][C:4]=2[CH:3]=1)[CH2:9][CH2:10][NH:11][CH2:12][CH2:13]3. The yield is 0.550.